This data is from Reaction yield outcomes from USPTO patents with 853,638 reactions. The task is: Predict the reaction yield, written as a fraction of the theoretical maximum amount of product (1.0 means a 100% yield; for example, 0.34 means a 34% yield). (1) The reactants are [C:1]1([C:11]2[CH:16]=[CH:15][CH:14]=[CH:13][CH:12]=2)[CH:6]=[CH:5][CH:4]=[CH:3][C:2]=1[CH2:7][C:8](O)=O.[C:17]1([NH:23][C:24](=[S:27])[NH:25][NH2:26])[CH:22]=[CH:21][CH:20]=[CH:19][CH:18]=1. No catalyst specified. The product is [C:1]1([C:11]2[CH:16]=[CH:15][CH:14]=[CH:13][CH:12]=2)[CH:6]=[CH:5][CH:4]=[CH:3][C:2]=1[CH2:7][C:8]1[N:23]([C:17]2[CH:18]=[CH:19][CH:20]=[CH:21][CH:22]=2)[C:24](=[S:27])[NH:25][N:26]=1. The yield is 0.590. (2) The reactants are I[C:2]1[N:7]=[C:6]([C:8]2[CH:13]=[CH:12][C:11]([C:14]([F:17])([F:16])[F:15])=[CH:10][CH:9]=2)[CH:5]=[CH:4][N:3]=1.[CH3:18][N:19]1[CH2:23][CH2:22][C@@:21]([NH:27][C:28](=[O:34])[O:29][C:30]([CH3:33])([CH3:32])[CH3:31])([CH2:24][C:25]#[CH:26])[C:20]1=[O:35].N(CC)CC. The product is [CH3:18][N:19]1[CH2:23][CH2:22][C@@:21]([NH:27][C:28](=[O:34])[O:29][C:30]([CH3:31])([CH3:33])[CH3:32])([CH2:24][C:25]#[C:26][C:2]2[N:7]=[C:6]([C:8]3[CH:13]=[CH:12][C:11]([C:14]([F:17])([F:16])[F:15])=[CH:10][CH:9]=3)[CH:5]=[CH:4][N:3]=2)[C:20]1=[O:35]. The catalyst is C1COCC1.CCOC(C)=O.O.[Cu](I)I. The yield is 0.873.